This data is from Reaction yield outcomes from USPTO patents with 853,638 reactions. The task is: Predict the reaction yield, written as a fraction of the theoretical maximum amount of product (1.0 means a 100% yield; for example, 0.34 means a 34% yield). (1) The reactants are [CH3:1][O:2][C:3](=[O:17])[CH2:4][CH2:5][CH2:6][CH2:7][CH2:8][O:9][C:10]1[CH:15]=[CH:14][C:13]([NH2:16])=[CH:12][CH:11]=1.C(N(CC)CC)C.Cl[C:26](Cl)([O:28]C(=O)OC(Cl)(Cl)Cl)Cl. The catalyst is C1(C)C=CC=CC=1. The product is [CH3:1][O:2][C:3](=[O:17])[CH2:4][CH2:5][CH2:6][CH2:7][CH2:8][O:9][C:10]1[CH:15]=[CH:14][C:13]([N:16]=[C:26]=[O:28])=[CH:12][CH:11]=1. The yield is 0.347. (2) No catalyst specified. The reactants are [CH3:1][C:2]1[CH:6]=[CH:5][N:4]([C:7]2[CH:12]=[CH:11][C:10]([OH:13])=[CH:9][CH:8]=2)[N:3]=1.Cl.Cl[CH2:16][CH2:17][N:18]1[CH2:23][CH2:22][CH2:21][CH2:20][CH2:19]1. The product is [CH3:1][C:2]1[CH:6]=[CH:5][N:4]([C:7]2[CH:12]=[CH:11][C:10]([O:13][CH2:16][CH2:17][N:18]3[CH2:23][CH2:22][CH2:21][CH2:20][CH2:19]3)=[CH:9][CH:8]=2)[N:3]=1. The yield is 0.540. (3) The reactants are CS([O:5][CH2:6][CH2:7][N:8]1[C:13]2[CH:14]=[CH:15][CH:16]=[CH:17][C:12]=2[S:11][CH2:10][CH2:9]1)(=O)=O.C(=O)([O-])[O-].[K+].[K+].[OH:24][CH:25]([CH2:31][C:32]1[CH:37]=[CH:36][C:35](O)=[CH:34][CH:33]=1)[C:26]([O:28][CH2:29][CH3:30])=[O:27]. No catalyst specified. The product is [S:11]1[C:12]2[CH:17]=[CH:16][CH:15]=[CH:14][C:13]=2[N:8]([CH2:7][CH2:6][O:5][C:35]2[CH:34]=[CH:33][C:32]([CH2:31][CH:25]([OH:24])[C:26]([O:28][CH2:29][CH3:30])=[O:27])=[CH:37][CH:36]=2)[CH2:9][CH2:10]1. The yield is 0.170. (4) The reactants are [OH:1][N:2]=[CH:3][C:4]1[N:9]=[C:8]([CH3:10])[N:7]=[C:6]([C:11]([NH:13][CH2:14][C:15]2[CH:20]=[CH:19][C:18]([O:21][CH3:22])=[CH:17][CH:16]=2)=[O:12])[CH:5]=1.[CH:23]([CH:25]1[CH2:30][CH2:29][N:28]([C:31]([O:33][C:34]([CH3:37])([CH3:36])[CH3:35])=[O:32])[CH2:27][CH2:26]1)=[CH2:24].C(O)(=O)C.C(O)(=O)C.IC1C=CC=CC=1. The catalyst is C(Cl)(Cl)Cl. The product is [CH3:22][O:21][C:18]1[CH:17]=[CH:16][C:15]([CH2:14][NH:13][C:11]([C:6]2[N:7]=[C:8]([CH3:10])[N:9]=[C:4]([C:3]3[CH2:24][CH:23]([CH:25]4[CH2:26][CH2:27][N:28]([C:31]([O:33][C:34]([CH3:35])([CH3:37])[CH3:36])=[O:32])[CH2:29][CH2:30]4)[O:1][N:2]=3)[CH:5]=2)=[O:12])=[CH:20][CH:19]=1. The yield is 0.290. (5) The reactants are [C:1]1([C:7]2[CH:16]=[CH:15][CH:14]=[C:13]3[C:8]=2[C:9]([NH:22][CH2:23][C:24]2[CH:29]=[CH:28][CH:27]=[CH:26][N:25]=2)=[N:10][C:11]([C:17]2([C:20]#[N:21])[CH2:19][CH2:18]2)=[N:12]3)[CH:6]=[CH:5][CH:4]=[CH:3][CH:2]=1. The catalyst is CO.N.[Ni]. The product is [NH2:21][CH2:20][C:17]1([C:11]2[N:10]=[C:9]([NH:22][CH2:23][C:24]3[CH:29]=[CH:28][CH:27]=[CH:26][N:25]=3)[C:8]3[C:13](=[CH:14][CH:15]=[CH:16][C:7]=3[C:1]3[CH:6]=[CH:5][CH:4]=[CH:3][CH:2]=3)[N:12]=2)[CH2:18][CH2:19]1. The yield is 0.630.